From a dataset of Forward reaction prediction with 1.9M reactions from USPTO patents (1976-2016). Predict the product of the given reaction. (1) The product is: [CH2:15]([C:4]1[CH:12]=[CH:11][C:7]2=[N:8][O:9][N:10]=[C:6]2[CH:5]=1)[CH:14]=[CH2:13]. Given the reactants [Cl-].[Li+].Br[C:4]1[CH:12]=[CH:11][C:7]2=[N:8][O:9][N:10]=[C:6]2[CH:5]=1.[CH2:13]([Sn](CCCC)(CCCC)CCCC)[CH:14]=[CH2:15], predict the reaction product. (2) Given the reactants Br[C:2]1[N:7]=[CH:6][CH:5]=[CH:4][N:3]=1.[Br:8][C:9]1[CH:14]=[CH:13][C:12](B(O)O)=[CH:11][N:10]=1.C(=O)([O-])[O-].[Cs+].[Cs+], predict the reaction product. The product is: [Br:8][C:9]1[N:10]=[CH:11][C:12]([C:2]2[N:7]=[CH:6][CH:5]=[CH:4][N:3]=2)=[CH:13][CH:14]=1. (3) Given the reactants [Cl:1][C:2]1[CH:11]=[C:10]2[C:5]([N:6]=[C:7]([N:16]3[CH2:21][CH2:20][N:19]([CH3:22])[CH2:18][CH2:17]3)[C:8]3[N:9]2[CH2:12][CH:13]([CH3:15])[N:14]=3)=[CH:4][CH:3]=1.ClC1C(=O)C(C#N)=C(C#N)C(=O)C=1Cl, predict the reaction product. The product is: [Cl:1][C:2]1[CH:11]=[C:10]2[C:5]([N:6]=[C:7]([N:16]3[CH2:17][CH2:18][N:19]([CH3:22])[CH2:20][CH2:21]3)[C:8]3[N:9]2[CH:12]=[C:13]([CH3:15])[N:14]=3)=[CH:4][CH:3]=1. (4) Given the reactants [C:1]([O:5][C:6]([N:8]1[CH2:13][CH2:12][N:11]([CH2:14][CH2:15][NH:16][C:17]2[N:22]=[C:21]3[NH:23][N:24]=[C:25]([C:26]4[CH:31]=[CH:30][N:29]=[C:28](S(C)(=O)=O)[N:27]=4)[C:20]3=[CH:19][N:18]=2)[CH2:10][CH2:9]1)=[O:7])([CH3:4])([CH3:3])[CH3:2].[Cl:36][C:37]1[CH:38]=[C:39]([CH:42]=[CH:43][CH:44]=1)[CH2:40][NH2:41], predict the reaction product. The product is: [C:1]([O:5][C:6]([N:8]1[CH2:13][CH2:12][N:11]([CH2:14][CH2:15][NH:16][C:17]2[N:22]=[C:21]3[NH:23][N:24]=[C:25]([C:26]4[CH:31]=[CH:30][N:29]=[C:28]([NH:41][CH2:40][C:39]5[CH:42]=[CH:43][CH:44]=[C:37]([Cl:36])[CH:38]=5)[N:27]=4)[C:20]3=[CH:19][N:18]=2)[CH2:10][CH2:9]1)=[O:7])([CH3:4])([CH3:3])[CH3:2]. (5) The product is: [CH2:27]([C:20]1[CH:21]=[CH:22][CH:23]=[C:24]([CH2:25][CH3:26])[C:19]=1[C:14]1[N:13]=[C:12]([CH3:29])[C:11]([CH2:10][OH:9])=[C:16]([S:17][CH3:18])[CH:15]=1)[CH3:28]. Given the reactants [H-].[H-].[H-].[H-].[Li+].[Al+3].C([O:9][C:10](=O)[C:11]1[C:16]([S:17][CH3:18])=[CH:15][C:14]([C:19]2[C:24]([CH2:25][CH3:26])=[CH:23][CH:22]=[CH:21][C:20]=2[CH2:27][CH3:28])=[N:13][C:12]=1[CH3:29])C.[O-]S([O-])(=O)=O.[Na+].[Na+], predict the reaction product. (6) Given the reactants [OH:1][C:2]1[C:11](C(O)=O)=[CH:10][N:9]=[C:8]2[C:3]=1[CH:4]=[CH:5][C:6](C(O)=O)=[N:7]2, predict the reaction product. The product is: [N:9]1[C:8]2[C:3](=[CH:4][CH:5]=[CH:6][N:7]=2)[C:2]([OH:1])=[CH:11][CH:10]=1. (7) Given the reactants O=[C:2]1[CH2:16][CH:5]2[CH2:6][N:7]([C:9]([O:11][C:12]([CH3:15])([CH3:14])[CH3:13])=[O:10])[CH2:8][CH:4]2[CH2:3]1.[CH2:17]([NH2:24])[C:18]1[CH:23]=[CH:22][CH:21]=[CH:20][CH:19]=1.CC(O)=O.[BH-](OC(C)=O)(OC(C)=O)OC(C)=O.[Na+], predict the reaction product. The product is: [CH2:17]([NH:24][CH:2]1[CH2:16][CH:5]2[CH2:6][N:7]([C:9]([O:11][C:12]([CH3:15])([CH3:14])[CH3:13])=[O:10])[CH2:8][CH:4]2[CH2:3]1)[C:18]1[CH:23]=[CH:22][CH:21]=[CH:20][CH:19]=1.